Dataset: NCI-60 drug combinations with 297,098 pairs across 59 cell lines. Task: Regression. Given two drug SMILES strings and cell line genomic features, predict the synergy score measuring deviation from expected non-interaction effect. (1) Drug 1: CN(C)N=NC1=C(NC=N1)C(=O)N. Drug 2: CNC(=O)C1=NC=CC(=C1)OC2=CC=C(C=C2)NC(=O)NC3=CC(=C(C=C3)Cl)C(F)(F)F. Cell line: CCRF-CEM. Synergy scores: CSS=49.3, Synergy_ZIP=3.76, Synergy_Bliss=5.41, Synergy_Loewe=5.36, Synergy_HSA=5.94. (2) Drug 1: CC1=C(C=C(C=C1)NC(=O)C2=CC=C(C=C2)CN3CCN(CC3)C)NC4=NC=CC(=N4)C5=CN=CC=C5. Drug 2: CC1CCC2CC(C(=CC=CC=CC(CC(C(=O)C(C(C(=CC(C(=O)CC(OC(=O)C3CCCCN3C(=O)C(=O)C1(O2)O)C(C)CC4CCC(C(C4)OC)OCCO)C)C)O)OC)C)C)C)OC. Cell line: MOLT-4. Synergy scores: CSS=16.6, Synergy_ZIP=-4.60, Synergy_Bliss=0.403, Synergy_Loewe=-8.53, Synergy_HSA=1.38. (3) Drug 1: C1C(C(OC1N2C=NC3=C(N=C(N=C32)Cl)N)CO)O. Drug 2: CC=C1C(=O)NC(C(=O)OC2CC(=O)NC(C(=O)NC(CSSCCC=C2)C(=O)N1)C(C)C)C(C)C. Cell line: HT29. Synergy scores: CSS=62.3, Synergy_ZIP=-0.669, Synergy_Bliss=-2.09, Synergy_Loewe=-25.7, Synergy_HSA=-0.506. (4) Drug 1: CCCS(=O)(=O)NC1=C(C(=C(C=C1)F)C(=O)C2=CNC3=C2C=C(C=N3)C4=CC=C(C=C4)Cl)F. Drug 2: CC1=C(C=C(C=C1)NC2=NC=CC(=N2)N(C)C3=CC4=NN(C(=C4C=C3)C)C)S(=O)(=O)N.Cl. Cell line: SR. Synergy scores: CSS=26.4, Synergy_ZIP=3.01, Synergy_Bliss=4.94, Synergy_Loewe=5.12, Synergy_HSA=5.19. (5) Cell line: UO-31. Drug 1: COC1=CC(=CC(=C1O)OC)C2C3C(COC3=O)C(C4=CC5=C(C=C24)OCO5)OC6C(C(C7C(O6)COC(O7)C8=CC=CS8)O)O. Drug 2: CC1=CC2C(CCC3(C2CCC3(C(=O)C)OC(=O)C)C)C4(C1=CC(=O)CC4)C. Synergy scores: CSS=14.4, Synergy_ZIP=-4.80, Synergy_Bliss=-2.80, Synergy_Loewe=-10.1, Synergy_HSA=-1.89. (6) Drug 1: CCC1(CC2CC(C3=C(CCN(C2)C1)C4=CC=CC=C4N3)(C5=C(C=C6C(=C5)C78CCN9C7C(C=CC9)(C(C(C8N6C)(C(=O)OC)O)OC(=O)C)CC)OC)C(=O)OC)O.OS(=O)(=O)O. Drug 2: C1C(C(OC1N2C=NC3=C2NC=NCC3O)CO)O. Cell line: UACC-257. Synergy scores: CSS=0.790, Synergy_ZIP=0.188, Synergy_Bliss=0.278, Synergy_Loewe=0.422, Synergy_HSA=-0.171. (7) Drug 1: CCCS(=O)(=O)NC1=C(C(=C(C=C1)F)C(=O)C2=CNC3=C2C=C(C=N3)C4=CC=C(C=C4)Cl)F. Drug 2: COCCOC1=C(C=C2C(=C1)C(=NC=N2)NC3=CC=CC(=C3)C#C)OCCOC.Cl. Cell line: MOLT-4. Synergy scores: CSS=4.89, Synergy_ZIP=2.62, Synergy_Bliss=6.57, Synergy_Loewe=3.58, Synergy_HSA=3.48. (8) Drug 1: CCC1(CC2CC(C3=C(CCN(C2)C1)C4=CC=CC=C4N3)(C5=C(C=C6C(=C5)C78CCN9C7C(C=CC9)(C(C(C8N6C)(C(=O)OC)O)OC(=O)C)CC)OC)C(=O)OC)O.OS(=O)(=O)O. Drug 2: CC12CCC3C(C1CCC2O)C(CC4=C3C=CC(=C4)O)CCCCCCCCCS(=O)CCCC(C(F)(F)F)(F)F. Cell line: UO-31. Synergy scores: CSS=0.374, Synergy_ZIP=1.08, Synergy_Bliss=2.12, Synergy_Loewe=-2.36, Synergy_HSA=-1.04. (9) Drug 1: C1=CC(=CC=C1CCCC(=O)O)N(CCCl)CCCl. Drug 2: C1=CC=C(C(=C1)C(C2=CC=C(C=C2)Cl)C(Cl)Cl)Cl. Cell line: NCI/ADR-RES. Synergy scores: CSS=15.2, Synergy_ZIP=-7.02, Synergy_Bliss=-0.383, Synergy_Loewe=-10.4, Synergy_HSA=-1.15.